This data is from Catalyst prediction with 721,799 reactions and 888 catalyst types from USPTO. The task is: Predict which catalyst facilitates the given reaction. (1) Reactant: [F:1][C:2]1[C:10]([O:11][C:12]2[C:21]3[C:16](=[CH:17][CH:18]=[CH:19][CH:20]=3)[C:15]([CH2:22][C:23]3[CH:24]=[N:25][C:26]([O:29]C)=[CH:27][CH:28]=3)=[N:14][N:13]=2)=[CH:9][CH:8]=[C:7]2[C:3]=1[CH:4]=[C:5]([CH3:31])[NH:6]2. Product: [F:1][C:2]1[C:10]([O:11][C:12]2[C:21]3[C:16](=[CH:17][CH:18]=[CH:19][CH:20]=3)[C:15]([CH2:22][C:23]3[CH:24]=[N:25][C:26]([OH:29])=[CH:27][CH:28]=3)=[N:14][N:13]=2)=[CH:9][CH:8]=[C:7]2[C:3]=1[CH:4]=[C:5]([CH3:31])[NH:6]2. The catalyst class is: 22. (2) The catalyst class is: 9. Product: [Cl:33][CH2:32][CH2:31][O:1][C:2]1[CH:11]=[C:10]2[C:5]([C:6]([O:12][C:13]3[CH:18]=[CH:17][C:16]([CH3:19])=[CH:15][C:14]=3[C:20]([C:22]3[CH:23]=[CH:24][CH:25]=[CH:26][CH:27]=3)=[O:21])=[CH:7][CH:8]=[N:9]2)=[CH:4][C:3]=1[O:28][CH3:29]. Reactant: [OH:1][C:2]1[CH:11]=[C:10]2[C:5]([C:6]([O:12][C:13]3[CH:18]=[CH:17][C:16]([CH3:19])=[CH:15][C:14]=3[C:20]([C:22]3[CH:27]=[CH:26][CH:25]=[CH:24][CH:23]=3)=[O:21])=[CH:7][CH:8]=[N:9]2)=[CH:4][C:3]=1[O:28][CH3:29].Br[CH2:31][CH2:32][Cl:33].C(=O)([O-])[O-].[K+].[K+].O. (3) Reactant: [K+].[C:2]([C@@H:4]([CH2:9][CH:10]([CH3:12])[CH3:11])[CH2:5][C:6]([O-:8])=[O:7])#[N:3]. Product: [CH3:12][CH:10]([CH2:9][C@H:4]([CH2:2][NH2:3])[CH2:5][C:6]([OH:8])=[O:7])[CH3:11]. The catalyst class is: 769. (4) Reactant: [CH3:1][CH2:2][C:3]1[CH:4]=[CH:5][C:6]([C:9]([CH:11]([CH2:13][N:14]2[CH2:19][CH2:18][CH2:17][CH2:16][CH2:15]2)[CH3:12])=[O:10])=[CH:7][CH:8]=1.[C:20]([OH:27])(=[O:26])[CH2:21][CH2:22][C:23]([OH:25])=[O:24]. Product: [CH3:1][CH2:2][C:3]1[CH:8]=[CH:7][C:6]([C:9]([CH:11]([CH2:13][N:14]2[CH2:19][CH2:18][CH2:17][CH2:16][CH2:15]2)[CH3:12])=[O:10])=[CH:5][CH:4]=1.[C:20]([O-:27])(=[O:26])[CH2:21][CH2:22][C:23]([O-:25])=[O:24]. The catalyst class is: 469.